Predict the reaction yield, written as a fraction of the theoretical maximum amount of product (1.0 means a 100% yield; for example, 0.34 means a 34% yield). From a dataset of Reaction yield outcomes from USPTO patents with 853,638 reactions. (1) The reactants are [F:1][C:2]1[CH:3]=[C:4]([C:19]2[CH:24]=[CH:23][C:22]([C:25]([C@@H:27]3[CH2:31][CH2:30][CH2:29][C@H:28]3[C:32]([O:34]C)=[O:33])=[O:26])=[CH:21][CH:20]=2)[CH:5]=[CH:6][C:7]=1[NH:8][C:9]1[O:10][C:11]2[CH:17]=[C:16]([CH3:18])[CH:15]=[CH:14][C:12]=2[N:13]=1.[OH-].[Na+]. The catalyst is O1CCOCC1.C1COCC1. The product is [F:1][C:2]1[CH:3]=[C:4]([C:19]2[CH:24]=[CH:23][C:22]([C:25]([C@@H:27]3[CH2:31][CH2:30][CH2:29][C@H:28]3[C:32]([OH:34])=[O:33])=[O:26])=[CH:21][CH:20]=2)[CH:5]=[CH:6][C:7]=1[NH:8][C:9]1[O:10][C:11]2[CH:17]=[C:16]([CH3:18])[CH:15]=[CH:14][C:12]=2[N:13]=1. The yield is 0.150. (2) The reactants are C([Li])CCC.CCCCCC.Br[C:13]1[CH:18]=[CH:17][CH:16]=[C:15]([Br:19])[N:14]=1.CN([CH:23]=[O:24])C. The catalyst is C1COCC1.C(OCC)(=O)C.O.C(O)(=O)C. The product is [Br:19][C:15]1[CH:16]=[CH:17][CH:18]=[C:13]([CH:23]=[O:24])[N:14]=1. The yield is 0.840. (3) The reactants are [NH2:1][C:2]1[N:7]=[CH:6][N:5]=[C:4]2[N:8]([CH:24]3[CH2:29][CH2:28][CH2:27][N:26]([C:30](=[O:34])[CH2:31][C:32]#[N:33])[CH2:25]3)[N:9]=[C:10]([C:11]3[CH:16]=[CH:15][C:14]([O:17][C:18]4[CH:23]=[CH:22][CH:21]=[CH:20][CH:19]=4)=[CH:13][CH:12]=3)[C:3]=12.N1[CH2:40][CH2:39][CH2:38][CH2:37]C1.C1(C=O)CC1. The catalyst is CO. The product is [NH2:1][C:2]1[N:7]=[CH:6][N:5]=[C:4]2[N:8]([C@@H:24]3[CH2:29][CH2:28][CH2:27][N:26]([C:30]([C:31](=[CH:37][CH:38]4[CH2:40][CH2:39]4)[C:32]#[N:33])=[O:34])[CH2:25]3)[N:9]=[C:10]([C:11]3[CH:12]=[CH:13][C:14]([O:17][C:18]4[CH:19]=[CH:20][CH:21]=[CH:22][CH:23]=4)=[CH:15][CH:16]=3)[C:3]=12. The yield is 0.640. (4) The catalyst is CO. The reactants are [Cl:1][C:2]1[CH:3]=[C:4]([C:12]2[N:16]=[C:15]([C:17]3[CH:23]=[CH:22][C:20]([NH2:21])=[CH:19][CH:18]=3)[O:14][N:13]=2)[CH:5]=[CH:6][C:7]=1[O:8][CH:9]([CH3:11])[CH3:10].O=[C:25]1[CH2:28][CH:27]([C:29]([OH:31])=[O:30])[CH2:26]1.C(O)(=O)C.C([BH3-])#N.[Na+]. The yield is 0.569. The product is [Cl:1][C:2]1[CH:3]=[C:4]([C:12]2[N:16]=[C:15]([C:17]3[CH:18]=[CH:19][C:20]([NH:21][CH:25]4[CH2:28][CH:27]([C:29]([OH:31])=[O:30])[CH2:26]4)=[CH:22][CH:23]=3)[O:14][N:13]=2)[CH:5]=[CH:6][C:7]=1[O:8][CH:9]([CH3:11])[CH3:10]. (5) The reactants are [N:1]1[CH:6]=[CH:5][CH:4]=[CH:3][C:2]=1[C:7]1[N:12]=[C:11]2[CH:13]=[CH:14][S:15][C:10]2=[C:9](O)[CH:8]=1.O=P(Cl)(Cl)[Cl:19]. No catalyst specified. The product is [Cl:19][C:9]1[CH:8]=[C:7]([C:2]2[CH:3]=[CH:4][CH:5]=[CH:6][N:1]=2)[N:12]=[C:11]2[CH:13]=[CH:14][S:15][C:10]=12. The yield is 0.250.